This data is from Experimentally validated miRNA-target interactions with 360,000+ pairs, plus equal number of negative samples. The task is: Binary Classification. Given a miRNA mature sequence and a target amino acid sequence, predict their likelihood of interaction. (1) The miRNA is hsa-miR-519d-3p with sequence CAAAGUGCCUCCCUUUAGAGUG. The protein sequence of the target gene is MGAPHWWDQLQAGSSEVDWCEDNYTIVPAIAEFYNTISNVLFFILPPICMCLFRQYATCFNSGIYLIWTLLVVVGIGSVYFHATLSFLGQMLDELAVLWVLMCALAMWFPRRYLPKIFRNDRGRFKVVVSVLSAVTTCLAFVKPAINNISLMTLGVPCTALLIAELKRCDNMRVFKLGLFSGLWWTLALFCWISDRAFCELLSSFNFPYLHCMWHILICLAAYLGCVCFAYFDAASEIPEQGPVIKFWPNEKWAFIGVPYVSLLCANKKSSVKIT. Result: 1 (interaction). (2) The miRNA is hsa-miR-1244 with sequence AAGUAGUUGGUUUGUAUGAGAUGGUU. The protein sequence of the target gene is MSMSPKHTTPFSVSDILSPLEESYKKVGMEGGGLGAPLAAYRQGQAAPPTAAMQQHAVGHHGAVTAAYHMTAAGVPQLSHSAVGGYCNGNLGNMSELPPYQDTMRNSASGPGWYGANPDPRFPAISRFMGPASGMNMSGMGGLGSLGDVSKNMAPLPSAPRRKRRVLFSQAQVYELERRFKQQKYLSAPEREHLASMIHLTPTQVKIWFQNHRYKMKRQAKDKAAQQQLQQDSGGGGGGGGTGCPQQQQAQQQSPRRVAVPVLVKDGKPCQAGAPAPGAASLQGHAQQQAQHQAQAAQAA.... Result: 1 (interaction). (3) The protein sequence of the target gene is MPLHQLGDKPLTFPSPNSAMENGLDHTPPSRRASPGTPLSPGSLRSAAHSPLDTSKQPLCQLWAEKHGARGTHEVRYVSAGQSVACGWWAFAPPCLQVLNTPKGILFFLCAAAFLQGMTVNGFINTVITSLERRYDLHSYQSGLIASSYDIAACLCLTFVSYFGGSGHKPRWLGWGVLLMGTGSLVFALPHFTAGRYEVELDAGVRTCPANPGAVCADSTSGLSRYQLVFMLGQFLHGVGATPLYTLGVTYLDENVKSSCSPVYIAIFYTAAILGPAAGYLIGGALLNIYTEMGRRTELT.... Result: 0 (no interaction). The miRNA is hsa-miR-3610 with sequence GAAUCGGAAAGGAGGCGCCG. (4) The miRNA is mmu-miR-346-5p with sequence UGUCUGCCCGAGUGCCUGCCUCU. The protein sequence of the target gene is MGRNKKKKKRDGDDRRPRLVLNFDEEKRREYLTGFHKRKVERKKAAIEEIKQRLKQEQKKLREERHQEYLKMLAEREEALEEADELERLVTAKTESVQYDHPNHTVTVTTISDLDLSGARLLGLPLPEQGDQDGSQEEEMSSLEKPTKALPRKSKDPLLSQRISSLTATLHAHSRKKVKRKHPRRAQDSTKKPPSATRTSKTQRRRRMTGKARHNGE. Result: 0 (no interaction).